Dataset: Reaction yield outcomes from USPTO patents with 853,638 reactions. Task: Predict the reaction yield, written as a fraction of the theoretical maximum amount of product (1.0 means a 100% yield; for example, 0.34 means a 34% yield). The reactants are C(N(CC)CC)C.[F:8][C:9]([F:28])([F:27])[S:10](N(C1C=CC=CC=1)[S:10]([C:9]([F:28])([F:27])[F:8])(=[O:12])=[O:11])(=[O:12])=[O:11].[F:29][C:30]1[CH:35]=[CH:34][C:33]([C:36]2[O:37][C:38]3[CH:49]=[CH:48][C:47]([OH:50])=[C:46]([N+:51]([O-:53])=[O:52])[C:39]=3[C:40]=2[C:41]([O:43][CH2:44][CH3:45])=[O:42])=[CH:32][CH:31]=1. The catalyst is C(Cl)Cl. The product is [F:29][C:30]1[CH:31]=[CH:32][C:33]([C:36]2[O:37][C:38]3[CH:49]=[CH:48][C:47]([O:50][S:10]([C:9]([F:28])([F:27])[F:8])(=[O:12])=[O:11])=[C:46]([N+:51]([O-:53])=[O:52])[C:39]=3[C:40]=2[C:41]([O:43][CH2:44][CH3:45])=[O:42])=[CH:34][CH:35]=1. The yield is 0.750.